From a dataset of Catalyst prediction with 721,799 reactions and 888 catalyst types from USPTO. Predict which catalyst facilitates the given reaction. (1) Reactant: [CH3:1][CH2:2][O:3][C:4]([CH2:6][CH2:7][N:8]=[C:9]=[S:10])=[O:5].[CH3:11][C:12]([CH3:32])=[CH:13][CH2:14][CH2:15]/[C:16](/[CH3:31])=[CH:17]/[CH2:18][CH2:19]/[C:20](/[CH3:30])=[CH:21]/[CH2:22][S:23][CH2:24][C@H:25]([NH2:29])[C:26]([OH:28])=[O:27].C(N(CC)C(C)C)(C)C. Product: [CH2:2]([O:3][C:4](=[O:5])[CH2:6][CH2:7][NH:8][C:9](=[S:10])[NH:29][C@@H:25]([CH2:24][S:23][CH2:22]/[CH:21]=[C:20](\[CH3:30])/[CH2:19][CH2:18]/[CH:17]=[C:16](\[CH3:31])/[CH2:15][CH2:14][CH:13]=[C:12]([CH3:32])[CH3:11])[C:26]([OH:28])=[O:27])[CH3:1]. The catalyst class is: 56. (2) Reactant: [CH3:1][C:2]1([CH3:21])[CH2:7][O:6][CH:5]([C:8]2[CH:17]=[CH:16][C:11]([C:12]([O:14]C)=[O:13])=[CH:10][C:9]=2[N+:18]([O-:20])=[O:19])[O:4][CH2:3]1.[OH-].[Li+].Cl. Product: [CH3:1][C:2]1([CH3:21])[CH2:7][O:6][CH:5]([C:8]2[CH:17]=[CH:16][C:11]([C:12]([OH:14])=[O:13])=[CH:10][C:9]=2[N+:18]([O-:20])=[O:19])[O:4][CH2:3]1. The catalyst class is: 24. (3) Reactant: [NH2:1][C:2]1[N:7]=[C:6]([C:8]2[O:9][CH:10]=[CH:11][CH:12]=2)[C:5]([C:13]#[N:14])=[C:4](S(C)(=O)=O)[N:3]=1.[CH3:19][N:20]([CH3:24])[CH2:21][CH2:22][NH2:23]. Product: [NH2:1][C:2]1[N:3]=[C:4]([NH:23][CH2:22][CH2:21][N:20]([CH3:24])[CH3:19])[C:5]([C:13]#[N:14])=[C:6]([C:8]2[O:9][CH:10]=[CH:11][CH:12]=2)[N:7]=1. The catalyst class is: 57. (4) Reactant: Cl[C:2]1[CH:7]=[CH:6][N:5]=[C:4]([NH2:8])[CH:3]=1.[CH3:9][NH2:10]. Product: [CH3:9][NH:10][C:2]1[CH:7]=[CH:6][N:5]=[C:4]([NH2:8])[CH:3]=1. The catalyst class is: 6. (5) Reactant: [Br:1][C:2]1[CH:10]=[C:9]2[C:5]([C:6]([CH3:11])=[N:7][NH:8]2)=[CH:4][CH:3]=1.[H-].[Na+].I[CH2:15][CH3:16]. Product: [Br:1][C:2]1[CH:10]=[C:9]2[C:5]([C:6]([CH3:11])=[N:7][N:8]2[CH2:15][CH3:16])=[CH:4][CH:3]=1. The catalyst class is: 9. (6) Reactant: [CH3:1][C:2]1[N:3]=[C:4]([N:12]2[CH2:16][CH2:15][NH:14][C:13]2=[O:17])[S:5][C:6]=1[C:7]([O:9][CH2:10][CH3:11])=[O:8].C(=O)([O-])[O-].[K+].[K+].[CH2:24](Br)[C:25]1[CH:30]=[CH:29][CH:28]=[CH:27][CH:26]=1. Product: [CH2:24]([N:14]1[CH2:15][CH2:16][N:12]([C:4]2[S:5][C:6]([C:7]([O:9][CH2:10][CH3:11])=[O:8])=[C:2]([CH3:1])[N:3]=2)[C:13]1=[O:17])[C:25]1[CH:30]=[CH:29][CH:28]=[CH:27][CH:26]=1. The catalyst class is: 21. (7) Reactant: Br[C:2]1[CH:10]=[CH:9][C:5]([CH2:6][S:7][CH3:8])=[CH:4][C:3]=1[Cl:11].[B:12]1([B:12]2[O:16][C:15]([CH3:18])([CH3:17])[C:14]([CH3:20])([CH3:19])[O:13]2)[O:16][C:15]([CH3:18])([CH3:17])[C:14]([CH3:20])([CH3:19])[O:13]1.C([O-])(=O)C.[K+]. Product: [Cl:11][C:3]1[CH:4]=[C:5]([CH2:6][S:7][CH3:8])[CH:9]=[CH:10][C:2]=1[B:12]1[O:16][C:15]([CH3:18])([CH3:17])[C:14]([CH3:20])([CH3:19])[O:13]1. The catalyst class is: 873.